From a dataset of Full USPTO retrosynthesis dataset with 1.9M reactions from patents (1976-2016). Predict the reactants needed to synthesize the given product. (1) Given the product [Br:1][C:2]1[CH:10]=[CH:9][C:8]([N+:11]([O-:13])=[O:12])=[CH:7][C:3]=1[CH2:4][OH:5], predict the reactants needed to synthesize it. The reactants are: [Br:1][C:2]1[CH:10]=[CH:9][C:8]([N+:11]([O-:13])=[O:12])=[CH:7][C:3]=1[C:4](O)=[O:5].C1COCC1.ClC(OCC(C)C)=O. (2) Given the product [C:24]([C:2]1[CH:11]=[CH:10][CH:9]=[C:8]2[C:3]=1[CH2:4][CH2:5][N:6]1[C:16](=[O:17])[CH2:15][NH:14][C:13](=[O:18])[CH:12]=[C:7]12)(=[O:26])[CH3:25], predict the reactants needed to synthesize it. The reactants are: I[C:2]1[CH:11]=[CH:10][CH:9]=[C:8]2[C:3]=1[CH2:4][CH2:5][N:6]1[C:16](=[O:17])[CH2:15][NH:14][C:13](=[O:18])[CH:12]=[C:7]12.C([Sn](CCCC)(CCCC)[C:24]([O:26]CC)=[CH2:25])CCC.Cl.C([O-])(O)=O.[Na+]. (3) Given the product [CH3:1][N:2]([CH3:16])[S:3]([CH2:6][CH2:7][C:8]1[CH:13]=[CH:12][C:11]([NH2:14])=[C:10]([C:20]2[CH2:25][CH2:24][CH2:23][CH2:22][CH:21]=2)[CH:9]=1)(=[O:5])=[O:4], predict the reactants needed to synthesize it. The reactants are: [CH3:1][N:2]([CH3:16])[S:3]([CH2:6][CH2:7][C:8]1[CH:13]=[CH:12][C:11]([NH2:14])=[C:10](Br)[CH:9]=1)(=[O:5])=[O:4].CCO.[C:20]1(B(O)O)[CH2:25][CH2:24][CH2:23][CH2:22][CH:21]=1.C([O-])([O-])=O.[Na+].[Na+]. (4) Given the product [Br:21][CH2:1][C:2]1[CH:7]=[CH:6][CH:5]=[CH:4][C:3]=1[S:8][CH2:9][C:10]([F:11])([F:13])[F:12], predict the reactants needed to synthesize it. The reactants are: [CH3:1][C:2]1[CH:7]=[CH:6][CH:5]=[CH:4][C:3]=1[S:8][CH2:9][C:10]([F:13])([F:12])[F:11].C1C(=O)N([Br:21])C(=O)C1.CC(N=NC(C#N)(C)C)(C#N)C. (5) Given the product [CH2:39]([O:38][C:35]1[CH:34]=[N:33][C:32]([N:15]2[CH2:14][CH2:13][CH:12]([C@H:10]3[CH2:11][C@H:9]3[CH2:8][O:7][CH2:6][C:5]3[CH:18]=[CH:19][C:20]([S:21]([CH3:24])(=[O:22])=[O:23])=[C:3]([F:2])[CH:4]=3)[CH2:17][CH2:16]2)=[N:37][CH:36]=1)[CH3:40], predict the reactants needed to synthesize it. The reactants are: Cl.[F:2][C:3]1[CH:4]=[C:5]([CH:18]=[CH:19][C:20]=1[S:21]([CH3:24])(=[O:23])=[O:22])[CH2:6][O:7][CH2:8][C@@H:9]1[CH2:11][C@@H:10]1[CH:12]1[CH2:17][CH2:16][NH:15][CH2:14][CH2:13]1.C([O-])([O-])=O.[Cs+].[Cs+].Cl[C:32]1[N:37]=[CH:36][C:35]([O:38][CH2:39][CH3:40])=[CH:34][N:33]=1.